From a dataset of Catalyst prediction with 721,799 reactions and 888 catalyst types from USPTO. Predict which catalyst facilitates the given reaction. (1) Reactant: C[O:2][C:3]1[CH:8]=[CH:7][CH:6]=[CH:5][C:4]=1[C:9]1[N:10]=[C:11]([N:14]2[C:18]([C:19]([F:22])([F:21])[F:20])=[C:17]([C:23]([O:25][CH2:26][CH3:27])=[O:24])[CH:16]=[N:15]2)[S:12][CH:13]=1.B(Br)(Br)Br. Product: [OH:2][C:3]1[CH:8]=[CH:7][CH:6]=[CH:5][C:4]=1[C:9]1[N:10]=[C:11]([N:14]2[C:18]([C:19]([F:22])([F:21])[F:20])=[C:17]([C:23]([O:25][CH2:26][CH3:27])=[O:24])[CH:16]=[N:15]2)[S:12][CH:13]=1. The catalyst class is: 2. (2) Reactant: [CH3:1][C:2]1[S:6][C:5]2[CH:7]=[C:8]([O:11][CH2:12][CH2:13]OS(C)(=O)=O)[CH:9]=[CH:10][C:4]=2[C:3]=1[C:19]1[CH:24]=[CH:23][C:22]([C:25]([F:28])([F:27])[F:26])=[CH:21][CH:20]=1.[N-:29]=[N+:30]=[N-:31].[Na+]. Product: [N:29]([CH2:13][CH2:12][O:11][C:8]1[CH:9]=[CH:10][C:4]2[C:3]([C:19]3[CH:24]=[CH:23][C:22]([C:25]([F:28])([F:27])[F:26])=[CH:21][CH:20]=3)=[C:2]([CH3:1])[S:6][C:5]=2[CH:7]=1)=[N+:30]=[N-:31]. The catalyst class is: 9. (3) Reactant: Br[C:2]1[CH:3]=[C:4]([NH:22][CH2:23][C:24]2[CH:25]=[N:26][CH:27]=[CH:28][CH:29]=2)[CH:5]=[C:6]2[C:11]=1[N:10]=[CH:9][C:8]([C:12]#[N:13])=[C:7]2[NH:14][C:15]1[CH:20]=[CH:19][CH:18]=[C:17]([Cl:21])[CH:16]=1.[C:30]([NH2:35])(=[O:34])[CH:31]([CH3:33])[CH3:32].[O-]P([O-])([O-])=O.[K+].[K+].[K+].CNCCNC. Product: [Cl:21][C:17]1[CH:16]=[C:15]([NH:14][C:7]2[C:6]3[C:11](=[C:2]([NH:35][C:30](=[O:34])[CH:31]([CH3:33])[CH3:32])[CH:3]=[C:4]([NH:22][CH2:23][C:24]4[CH:25]=[N:26][CH:27]=[CH:28][CH:29]=4)[CH:5]=3)[N:10]=[CH:9][C:8]=2[C:12]#[N:13])[CH:20]=[CH:19][CH:18]=1. The catalyst class is: 12. (4) Reactant: Br[C:2]1[CH:3]=[CH:4][CH:5]=[C:6]2[C:11]=1[N:10]=[CH:9][C:8]([F:12])=[CH:7]2.[Cl-].C([O:18][C:19](=[O:22])[CH2:20][Zn+])(C)(C)C.[OH-].[Na+].CO. Product: [F:12][C:8]1[CH:9]=[N:10][C:11]2[C:6]([CH:7]=1)=[CH:5][CH:4]=[CH:3][C:2]=2[CH2:20][C:19]([OH:22])=[O:18]. The catalyst class is: 12. (5) Reactant: [CH:1]1([CH2:4][O:5][C:6]2[CH:14]=[CH:13][C:9]3[O:10][CH2:11][O:12][C:8]=3[C:7]=2[C:15]2[C:16]3[N:23]([CH2:24][O:25][CH2:26][CH2:27][Si:28]([CH3:31])([CH3:30])[CH3:29])[C:22]([CH3:32])=[C:21]([C:33]([O:35]CC)=[O:34])[C:17]=3[N:18]=[CH:19][N:20]=2)[CH2:3][CH2:2]1.[Li+].[OH-]. Product: [CH:1]1([CH2:4][O:5][C:6]2[CH:14]=[CH:13][C:9]3[O:10][CH2:11][O:12][C:8]=3[C:7]=2[C:15]2[C:16]3[N:23]([CH2:24][O:25][CH2:26][CH2:27][Si:28]([CH3:30])([CH3:31])[CH3:29])[C:22]([CH3:32])=[C:21]([C:33]([OH:35])=[O:34])[C:17]=3[N:18]=[CH:19][N:20]=2)[CH2:3][CH2:2]1. The catalyst class is: 12.